From a dataset of Reaction yield outcomes from USPTO patents with 853,638 reactions. Predict the reaction yield, written as a fraction of the theoretical maximum amount of product (1.0 means a 100% yield; for example, 0.34 means a 34% yield). (1) The reactants are [CH3:1][C:2]([CH3:15])([CH3:14])[C:3]#[C:4][C:5]1[S:9][C:8]([C:10]([OH:12])=[O:11])=[C:7]([I:13])[CH:6]=1.[CH3:16]N(C=O)C.C(Cl)(=O)C(Cl)=O. The catalyst is ClCCl. The product is [CH3:16][O:11][C:10]([C:8]1[S:9][C:5]([C:4]#[C:3][C:2]([CH3:15])([CH3:14])[CH3:1])=[CH:6][C:7]=1[I:13])=[O:12]. The yield is 0.800. (2) The yield is 0.560. The reactants are [CH3:1][C:2]1[CH:11]=[CH:10][C:9]2[C:8]([NH:12][C:13]3[CH:18]=[CH:17][CH:16]=[C:15]([C:19]([F:22])([F:21])[F:20])[CH:14]=3)=[N:7][CH:6]=[CH:5][C:4]=2[C:3]=1[NH2:23].Cl[C:25]1[C:30]([C:31]2[CH:36]=[CH:35][N:34]=[CH:33][N:32]=2)=[CH:29][CH:28]=[CH:27][N:26]=1.CN(C1C=CC=CC=1C1C=CC=CC=1)C.C[Si]([N-][Si](C)(C)C)(C)C.[Li+]. The product is [CH3:1][C:2]1[CH:11]=[CH:10][C:9]2[C:8]([NH:12][C:13]3[CH:18]=[CH:17][CH:16]=[C:15]([C:19]([F:22])([F:20])[F:21])[CH:14]=3)=[N:7][CH:6]=[CH:5][C:4]=2[C:3]=1[NH:23][C:25]1[C:30]([C:31]2[CH:36]=[CH:35][N:34]=[CH:33][N:32]=2)=[CH:29][CH:28]=[CH:27][N:26]=1. The catalyst is C1C=CC(/C=C/C(/C=C/C2C=CC=CC=2)=O)=CC=1.C1C=CC(/C=C/C(/C=C/C2C=CC=CC=2)=O)=CC=1.C1C=CC(/C=C/C(/C=C/C2C=CC=CC=2)=O)=CC=1.[Pd].[Pd].C1COCC1. (3) The reactants are [CH:1]([NH:4][C:5]1[C:14]([CH:15]=[O:16])=[CH:13][C:12]2[C:7](=[CH:8][CH:9]=[C:10]([O:17][CH3:18])[CH:11]=2)[N:6]=1)([CH3:3])[CH3:2].[BH4-].[Na+]. The catalyst is C1COCC1. The product is [CH:1]([NH:4][C:5]1[C:14]([CH2:15][OH:16])=[CH:13][C:12]2[C:7](=[CH:8][CH:9]=[C:10]([O:17][CH3:18])[CH:11]=2)[N:6]=1)([CH3:3])[CH3:2]. The yield is 0.930. (4) The reactants are [N+:1]([C:4]1[CH:5]=[C:6]([NH2:10])[CH:7]=[CH:8][CH:9]=1)([O-:3])=[O:2].[N:11]([O-])=O.[Na+].[Cl:15][Sn]Cl.O. The catalyst is O.Cl. The product is [ClH:15].[N+:1]([C:4]1[CH:5]=[C:6]([NH:10][NH2:11])[CH:7]=[CH:8][CH:9]=1)([O-:3])=[O:2]. The yield is 0.730. (5) The reactants are [C:1](/[CH:3]=[C:4](\[O-])/[C:5]([O:7][CH2:8][CH3:9])=[O:6])#[N:2].[Na+].[C:12]([O:16][C:17](=[O:31])[NH:18][C@H:19]([C:23]1[CH:28]=[C:27]([NH:29][NH2:30])[CH:26]=[CH:25][N:24]=1)[CH2:20][CH:21]=[CH2:22])([CH3:15])([CH3:14])[CH3:13].C(O)(C(F)(F)F)=O. The catalyst is CCO. The product is [NH2:2][C:1]1[N:29]([C:27]2[CH:26]=[CH:25][N:24]=[C:23]([C@@H:19]([NH:18][C:17]([O:16][C:12]([CH3:15])([CH3:14])[CH3:13])=[O:31])[CH2:20][CH:21]=[CH2:22])[CH:28]=2)[N:30]=[C:4]([C:5]([O:7][CH2:8][CH3:9])=[O:6])[CH:3]=1. The yield is 0.970. (6) The yield is 0.0300. The catalyst is C(Cl)Cl. The reactants are C(Cl)(=O)C(Cl)=O.[CH3:7][N:8]1[CH2:13][CH2:12][N:11]([C:14]2[CH:22]=[CH:21][C:17]([C:18]([OH:20])=O)=[CH:16][CH:15]=2)[CH2:10][CH2:9]1.CCN(C(C)C)C(C)C.[CH2:32]([C:40]1[CH:41]=[C:42]([NH2:45])[NH:43][N:44]=1)[CH2:33][C:34]1[CH:39]=[CH:38][CH:37]=[CH:36][CH:35]=1. The product is [CH3:7][N:8]1[CH2:9][CH2:10][N:11]([C:14]2[CH:15]=[CH:16][C:17]([C:18]([NH:45][C:42]3[NH:43][N:44]=[C:40]([CH2:32][CH2:33][C:34]4[CH:39]=[CH:38][CH:37]=[CH:36][CH:35]=4)[CH:41]=3)=[O:20])=[CH:21][CH:22]=2)[CH2:12][CH2:13]1. (7) The reactants are S(S([O-])=O)([O-])=O.[Na+].[Na+].C([O-])(=O)C.[Na+].S(O)(O)(=O)=O.OC1N=C(N)C=C(N)C=1N.II.[CH3:31][CH:32]([OH:47])[CH:33]([OH:46])[CH:34]1[NH:39][C:38]2[C:40]([N:42]=[C:43]([NH2:45])[NH:44][C:37]=2[NH:36][CH2:35]1)=[O:41]. The catalyst is O.CO.CO.N1C=CC=CC=1. The product is [CH3:31][C@H:32]([OH:47])[C@H:33]([OH:46])[C:34]1[N:39]=[C:38]2[C:40]([N:42]=[C:43]([NH2:45])[NH:44][C:37]2=[N:36][CH:35]=1)=[O:41]. The yield is 0.600.